This data is from Full USPTO retrosynthesis dataset with 1.9M reactions from patents (1976-2016). The task is: Predict the reactants needed to synthesize the given product. Given the product [Br:1][C:2]1[CH:12]=[C:6]([N:7]([CH2:9][CH2:10][Cl:11])[CH3:8])[C:5]([NH2:13])=[CH:4][C:3]=1[C:16]([F:17])([F:18])[F:19], predict the reactants needed to synthesize it. The reactants are: [Br:1][C:2]1[C:3]([C:16]([F:19])([F:18])[F:17])=[CH:4][C:5]([N+:13]([O-])=O)=[C:6]([CH:12]=1)[N:7]([CH2:9][CH2:10][Cl:11])[CH3:8].